This data is from Catalyst prediction with 721,799 reactions and 888 catalyst types from USPTO. The task is: Predict which catalyst facilitates the given reaction. (1) Reactant: C[O:2][C:3]1[C:4]([C:12](=[O:22])[C:13]2[CH:18]=[CH:17][C:16]([N+:19]([O-:21])=[O:20])=[CH:15][CH:14]=2)=[C:5]([CH3:11])[CH:6]=[C:7]([O:9]C)[CH:8]=1.B(Br)(Br)Br. Product: [OH:9][C:7]1[CH:6]=[C:5]([CH3:11])[C:4]([C:12](=[O:22])[C:13]2[CH:14]=[CH:15][C:16]([N+:19]([O-:21])=[O:20])=[CH:17][CH:18]=2)=[C:3]([OH:2])[CH:8]=1. The catalyst class is: 4. (2) Reactant: [OH:1][C:2]1[CH:3]=[C:4]([CH:8]=[CH:9][C:10]=1[N+:11]([O-:13])=[O:12])[C:5]([OH:7])=[O:6].C(=O)(O)[O-].[Na+].[CH2:19](Br)[C:20]1[CH:25]=[CH:24][CH:23]=[CH:22][CH:21]=1.Cl. Product: [OH:1][C:2]1[CH:3]=[C:4]([CH:8]=[CH:9][C:10]=1[N+:11]([O-:13])=[O:12])[C:5]([O:7][CH2:19][C:20]1[CH:25]=[CH:24][CH:23]=[CH:22][CH:21]=1)=[O:6]. The catalyst class is: 3. (3) Reactant: C[Si](C)(C)[C:3]1[S:4][CH:5]=[CH:6][N:7]=1.[CH2:10]([O:12][C:13](=[O:19])[CH2:14][CH2:15][C:16](Cl)=[O:17])[CH3:11].C([O-])(O)=O.[Na+]. Product: [CH2:10]([O:12][C:13](=[O:19])[CH2:14][CH2:15][C:16](=[O:17])[C:3]1[S:4][CH:5]=[CH:6][N:7]=1)[CH3:11]. The catalyst class is: 2. (4) Reactant: CCCC[N+](CCCC)(CCCC)CCCC.[F-].[Si]([O:26][C:27]([CH3:60])([CH3:59])[CH2:28][C:29]1[CH:30]=[CH:31][C:32]2[C:45]3[N:44]=[C:43]([C:46]4[C:51]([Br:52])=[CH:50][CH:49]=[CH:48][C:47]=4[Br:53])[NH:42][C:41]=3[C:40]3[C:35](=[CH:36][C:37]([O:54][CH2:55][CH:56]4[CH2:58][CH2:57]4)=[CH:38][CH:39]=3)[C:33]=2[CH:34]=1)(C(C)(C)C)(C)C. Product: [CH:56]1([CH2:55][O:54][C:37]2[CH:36]=[C:35]3[C:40](=[CH:39][CH:38]=2)[C:41]2[NH:42][C:43]([C:46]4[C:47]([Br:53])=[CH:48][CH:49]=[CH:50][C:51]=4[Br:52])=[N:44][C:45]=2[C:32]2[CH:31]=[CH:30][C:29]([CH2:28][C:27]([CH3:60])([OH:26])[CH3:59])=[CH:34][C:33]3=2)[CH2:57][CH2:58]1. The catalyst class is: 6. (5) The catalyst class is: 22. Product: [ClH:17].[CH2:9]([O:8][C:6]([C:5]1[CH:11]=[CH:12][CH:13]=[C:14]([O:15][CH3:16])[C:4]=1[CH2:3][C:1](=[NH:2])[O:19][CH3:18])=[O:7])[CH3:10]. Reactant: [C:1]([CH2:3][C:4]1[C:14]([O:15][CH3:16])=[CH:13][CH:12]=[CH:11][C:5]=1[C:6]([O:8][CH2:9][CH3:10])=[O:7])#[N:2].[ClH:17].[CH3:18][OH:19].